This data is from Peptide-MHC class I binding affinity with 185,985 pairs from IEDB/IMGT. The task is: Regression. Given a peptide amino acid sequence and an MHC pseudo amino acid sequence, predict their binding affinity value. This is MHC class I binding data. (1) The peptide sequence is ASSSNYNTY. The MHC is HLA-B58:01 with pseudo-sequence HLA-B58:01. The binding affinity (normalized) is 0.545. (2) The peptide sequence is TRQQTSFPF. The MHC is HLA-B44:02 with pseudo-sequence HLA-B44:02. The binding affinity (normalized) is 0.213. (3) The MHC is HLA-A02:06 with pseudo-sequence HLA-A02:06. The binding affinity (normalized) is 0.738. The peptide sequence is MMHASTSPF. (4) The peptide sequence is RVNHAKYMV. The MHC is HLA-A02:01 with pseudo-sequence HLA-A02:01. The binding affinity (normalized) is 0.257. (5) The peptide sequence is TVEFDRDKV. The MHC is HLA-A68:02 with pseudo-sequence HLA-A68:02. The binding affinity (normalized) is 0.420. (6) The peptide sequence is RQFKTAFEF. The MHC is Mamu-B3901 with pseudo-sequence Mamu-B3901. The binding affinity (normalized) is 0.610.